This data is from Full USPTO retrosynthesis dataset with 1.9M reactions from patents (1976-2016). The task is: Predict the reactants needed to synthesize the given product. (1) Given the product [Br:29][C:15]1[C:14]2[C:9](=[CH:10][CH:11]=[CH:12][CH:13]=2)[C:8]([C:19]2[CH:28]=[CH:27][C:26]3[C:21](=[CH:22][CH:23]=[CH:24][CH:25]=3)[CH:20]=2)=[C:7]2[C:16]=1[CH:17]=[CH:18][C:5]([C:1]([CH3:4])([CH3:2])[CH3:3])=[CH:6]2, predict the reactants needed to synthesize it. The reactants are: [C:1]([C:5]1[CH:18]=[CH:17][C:16]2[C:7](=[C:8]([C:19]3[CH:28]=[CH:27][C:26]4[C:21](=[CH:22][CH:23]=[CH:24][CH:25]=4)[CH:20]=3)[C:9]3[C:14]([CH:15]=2)=[CH:13][CH:12]=[CH:11][CH:10]=3)[CH:6]=1)([CH3:4])([CH3:3])[CH3:2].[Br:29]N1C(=O)CCC1=O.CN(C)C=O. (2) The reactants are: Cl[C:2]1[CH:7]=[CH:6][C:5]([N+:8]([O-:10])=[O:9])=[CH:4][N:3]=1.[C:11]1(B(O)O)[CH:16]=[CH:15][CH:14]=[CH:13][CH:12]=1. Given the product [C:11]1([C:2]2[CH:7]=[CH:6][C:5]([N+:8]([O-:10])=[O:9])=[CH:4][N:3]=2)[CH:16]=[CH:15][CH:14]=[CH:13][CH:12]=1, predict the reactants needed to synthesize it. (3) Given the product [C:1]([C:5]1[O:9][N:8]=[C:7]([NH:10][C:11]([NH:13][C:14]2[CH:19]=[CH:18][CH:17]=[C:16]([O:20][C:21]3[C:30]4[C:25](=[CH:26][C:27]([O:36][CH3:37])=[C:28]([O:31][CH2:32][CH2:33][CH2:34][N:42]5[CH2:43][CH2:44][N:39]([CH3:38])[CH2:40][CH2:41]5)[CH:29]=4)[N:24]=[CH:23][N:22]=3)[CH:15]=2)=[O:12])[CH:6]=1)([CH3:4])([CH3:3])[CH3:2], predict the reactants needed to synthesize it. The reactants are: [C:1]([C:5]1[O:9][N:8]=[C:7]([NH:10][C:11]([NH:13][C:14]2[CH:19]=[CH:18][CH:17]=[C:16]([O:20][C:21]3[C:30]4[C:25](=[CH:26][C:27]([O:36][CH3:37])=[C:28]([O:31][CH2:32][CH2:33][CH2:34]Cl)[CH:29]=4)[N:24]=[CH:23][N:22]=3)[CH:15]=2)=[O:12])[CH:6]=1)([CH3:4])([CH3:3])[CH3:2].[CH3:38][N:39]1[CH2:44][CH2:43][NH:42][CH2:41][CH2:40]1.O. (4) The reactants are: Br[C:2]1[CH:3]=[C:4]([C:15]([NH:17][CH2:18][C:19]2[C:20](=[O:29])[NH:21][C:22]([CH3:28])=[CH:23][C:24]=2[CH2:25][CH2:26][CH3:27])=[O:16])[C:5]2[C:6]([CH3:14])=[N:7][N:8]([CH:11]([CH3:13])[CH3:12])[C:9]=2[CH:10]=1.[CH3:30][N:31]([CH3:41])[C:32]1[N:37]=[CH:36][C:35](B(O)O)=[CH:34][CH:33]=1. Given the product [CH3:30][N:31]([CH3:41])[C:32]1[N:37]=[CH:36][C:35]([C:2]2[CH:3]=[C:4]([C:15]([NH:17][CH2:18][C:19]3[C:20](=[O:29])[NH:21][C:22]([CH3:28])=[CH:23][C:24]=3[CH2:25][CH2:26][CH3:27])=[O:16])[C:5]3[C:6]([CH3:14])=[N:7][N:8]([CH:11]([CH3:13])[CH3:12])[C:9]=3[CH:10]=2)=[CH:34][CH:33]=1, predict the reactants needed to synthesize it. (5) Given the product [C:13]([O:17][C:18](=[O:28])[NH:19][C@H:20]([C@H:25]([NH2:3])[CH3:26])[CH2:21][O:22][CH2:23][CH3:24])([CH3:16])([CH3:15])[CH3:14], predict the reactants needed to synthesize it. The reactants are: C([N:3](CC)CC)C.CS(Cl)(=O)=O.[C:13]([O:17][C:18](=[O:28])[NH:19][C@H:20]([C@@H:25](O)[CH3:26])[CH2:21][O:22][CH2:23][CH3:24])([CH3:16])([CH3:15])[CH3:14].P(=O)(O)(O)O.